From a dataset of Reaction yield outcomes from USPTO patents with 853,638 reactions. Predict the reaction yield, written as a fraction of the theoretical maximum amount of product (1.0 means a 100% yield; for example, 0.34 means a 34% yield). The yield is 0.650. The catalyst is O1CCOCC1.CC(P(C(C)(C)C)C(C)(C)C)(C)C.CC(P(C(C)(C)C)C(C)(C)C)(C)C.[Pd]. The product is [CH:22]1([C:3]2[C:4]3[S:17][C:16]([C:18]([O:20][CH3:21])=[O:19])=[CH:15][C:5]=3[N:6]([CH2:7][C:8]([O:10][CH3:11])=[O:9])[C:2]=2[C:31]2[S:32][CH:33]=[CH:34][C:30]=2[CH:28]=[O:29])[CH2:27][CH2:26][CH2:25][CH2:24][CH2:23]1. The reactants are Br[C:2]1[N:6]([CH2:7][C:8]([O:10][C:11](C)(C)C)=[O:9])[C:5]2[CH:15]=[C:16]([C:18]([O:20][CH3:21])=[O:19])[S:17][C:4]=2[C:3]=1[CH:22]1[CH2:27][CH2:26][CH2:25][CH2:24][CH2:23]1.[CH:28]([C:30]1[CH:34]=[CH:33][S:32][C:31]=1B(O)O)=[O:29].[F-].[K+].